From a dataset of Catalyst prediction with 721,799 reactions and 888 catalyst types from USPTO. Predict which catalyst facilitates the given reaction. (1) Reactant: [C:1]([O:5][C:6](=[O:26])[N:7]([CH:13]1[CH:18]2[CH:14]1[CH2:15][N:16]([CH2:19][C:20]1[CH:25]=[CH:24][CH:23]=[CH:22][CH:21]=1)[CH2:17]2)[CH2:8][CH2:9][CH2:10][CH2:11]Br)(C)(C)[CH3:2].BrCCCCl.[CH2:32]([O:39][C:40]1[CH:45]=[CH:44][C:43]([CH3:46])=[CH:42][C:41]=1[CH:47]([C:52]1[CH:57]=[CH:56][CH:55]=[CH:54][CH:53]=1)[CH2:48][C:49]([OH:51])=[O:50])[C:33]1[CH:38]=[CH:37][CH:36]=[CH:35][CH:34]=1.N12CCCN=C1CCCCC2. Product: [CH2:19]([N:16]1[CH2:15][CH:14]2[CH:18]([CH:13]2[N:7]([C:6]([O:5][CH2:1][CH3:2])=[O:26])[CH2:8][CH2:9][CH2:10][CH2:11][O:50][C:49](=[O:51])[CH2:48][CH:47]([C:41]2[CH:42]=[C:43]([CH3:46])[CH:44]=[CH:45][C:40]=2[O:39][CH2:32][C:33]2[CH:34]=[CH:35][CH:36]=[CH:37][CH:38]=2)[C:52]2[CH:57]=[CH:56][CH:55]=[CH:54][CH:53]=2)[CH2:17]1)[C:20]1[CH:21]=[CH:22][CH:23]=[CH:24][CH:25]=1. The catalyst class is: 113. (2) Reactant: [CH3:1][C:2]1[N:6]([C@H:7]2[CH2:13][C@H:12]3[N:14]([CH2:15][CH2:16][C@H:17]([NH:24][C:25]([CH:27]4[CH2:32][CH2:31][C:30]([F:34])([F:33])[CH2:29][CH2:28]4)=[O:26])[C:18]4[CH:19]=[CH:20][CH:21]=[CH:22][CH:23]=4)[C@H:9]([CH2:10][CH2:11]3)[CH2:8]2)[C:5]([CH:35]([CH3:37])[CH3:36])=[N:4][N:3]=1.P([O-])([O-])([O-])=O.N.C1CCCCC1. Product: [CH:35]([C:5]1[N:6]([CH:7]2[CH2:13][CH:12]3[N:14]([CH2:15][CH2:16][C@H:17]([NH:24][C:25]([CH:27]4[CH2:28][CH2:29][C:30]([F:34])([F:33])[CH2:31][CH2:32]4)=[O:26])[C:18]4[CH:23]=[CH:22][CH:21]=[CH:20][CH:19]=4)[CH:9]([CH2:10][CH2:11]3)[CH2:8]2)[C:2]([CH3:1])=[N:3][N:4]=1)([CH3:36])[CH3:37]. The catalyst class is: 6. (3) Product: [CH2:10]([O:9][C:4]1[CH:5]=[CH:6][CH:7]=[CH:8][C:3]=1[CH2:1][CH3:2])[CH3:11]. The catalyst class is: 7. Reactant: [CH2:1]([C:3]1[CH:8]=[CH:7][CH:6]=[CH:5][C:4]=1[OH:9])[CH3:2].[C:10]1(P(C2C=CC=CC=2)C2C=CC=CC=2)C=CC=C[CH:11]=1.C(O)C.CC(OC(/N=N/C(OC(C)C)=O)=O)C. (4) Reactant: [C:1]([NH2:9])(=[S:8])[C:2]1[CH:7]=[CH:6][CH:5]=[CH:4][CH:3]=1.Br[CH2:11][CH:12](OCC)OCC.[OH-].[Na+]. Product: [C:2]1([C:1]2[S:8][CH:11]=[CH:12][N:9]=2)[CH:7]=[CH:6][CH:5]=[CH:4][CH:3]=1. The catalyst class is: 20. (5) Reactant: [Br:1][C:2]1[C:3]([O:14][CH3:15])=[C:4]2[C:9](=[CH:10][CH:11]=1)[CH:8]([CH:12]=O)[O:7][CH2:6][CH2:5]2.[C:16]([N:23]1[CH2:28][CH2:27][NH:26][CH2:25][CH2:24]1)([O:18][C:19]([CH3:22])([CH3:21])[CH3:20])=[O:17].[BH-](OC(C)=O)(OC(C)=O)OC(C)=O.[Na+]. Product: [Br:1][C:2]1[C:3]([O:14][CH3:15])=[C:4]2[C:9](=[CH:10][CH:11]=1)[CH:8]([CH2:12][N:26]1[CH2:25][CH2:24][N:23]([C:16]([O:18][C:19]([CH3:22])([CH3:21])[CH3:20])=[O:17])[CH2:28][CH2:27]1)[O:7][CH2:6][CH2:5]2. The catalyst class is: 2. (6) Reactant: [NH:1]1[CH2:4][CH:3]([C:5]([OH:7])=[O:6])[CH2:2]1.C(N(CC)CC)C.[CH2:15]([O:22][C:23](ON1C(=O)CCC1=O)=[O:24])[C:16]1[CH:21]=[CH:20][CH:19]=[CH:18][CH:17]=1. Product: [CH2:15]([O:22][C:23]([N:1]1[CH2:4][CH:3]([C:5]([OH:7])=[O:6])[CH2:2]1)=[O:24])[C:16]1[CH:21]=[CH:20][CH:19]=[CH:18][CH:17]=1. The catalyst class is: 38.